The task is: Predict the reactants needed to synthesize the given product.. This data is from Full USPTO retrosynthesis dataset with 1.9M reactions from patents (1976-2016). Given the product [CH3:22][N:23]([CH3:24])[C:2]1[N:10]=[C:9]2[C:5]([N:6]=[CH:7][N:8]2[CH2:11][C:12]([O:14][CH:15]([CH3:25])[CH3:16])=[O:13])=[C:4]([C:17]2[O:18][CH:19]=[CH:20][CH:21]=2)[N:3]=1, predict the reactants needed to synthesize it. The reactants are: Cl[C:2]1[N:10]=[C:9]2[C:5]([N:6]=[CH:7][N:8]2[CH2:11][C:12]([O:14][CH2:15][CH3:16])=[O:13])=[C:4]([C:17]2[O:18][CH:19]=[CH:20][CH:21]=2)[N:3]=1.[CH3:22][NH:23][CH3:24].[CH:25](O)(C)C.